From a dataset of Catalyst prediction with 721,799 reactions and 888 catalyst types from USPTO. Predict which catalyst facilitates the given reaction. Reactant: [NH:1]1[CH2:5][CH2:4][CH2:3][CH2:2]1.C(N(CC)CC)C.Cl[C:14]([O:16][CH:17]([Cl:19])[CH3:18])=[O:15]. Product: [N:1]1([C:14]([O:16][CH:17]([Cl:19])[CH3:18])=[O:15])[CH2:5][CH2:4][CH2:3][CH2:2]1. The catalyst class is: 4.